From a dataset of Experimentally validated miRNA-target interactions with 360,000+ pairs, plus equal number of negative samples. Binary Classification. Given a miRNA mature sequence and a target amino acid sequence, predict their likelihood of interaction. (1) The miRNA is hsa-miR-5186 with sequence AGAGAUUGGUAGAAAUCAGGU. The protein sequence of the target gene is MAQESVMFSDVSVDFSQEEWECLNDDQRDLYRDVMLENYSNLVSMGHSISKPNVISYLEQGKEPWLADRELTRGQWPVLESRCETKKLFLKKEIYEIESTQWEIMEKLTRRDFQCSSFRDDWECNRQFKKELGSQGGHFNQLVFTHEDLPTLSHHPSFTLQQIINSKKKFCASKEYRKTFRHGSQFATHEIIHTIEKPYECKECGKSFRHPSRLTHHQKIHTGKKPFECKECGKTFICGSDLTRHHRIHTGEKPYECKECGKAFSSGSNFTRHQRIHTGEKPYECKECGKAFSSGSNFTQ.... Result: 1 (interaction). (2) The miRNA is mmu-miR-875-3p with sequence CCUGAAAAUACUGAGGCUAUG. The protein sequence of the target gene is MEDMLSFWDVAIYFSAEEWECLGPAQWKLYRDVMLENYSNLVFLGLASSKPYLVTFLEQIQEPSDVKRQAAITVHPGGKCYTCKECGKGFEHKKVYQNHRRIHLRVKSYKCEECGKSFRFPSLLSAHKRNHTGQKPYNCEICSKAFHVPSLLSVHKRIHRVQKPYKSEDYGKTLHCPSLLSQHKIVHTGEKPYQCEDLGKAFRYPSRLSNHKKIHTGEKPHKCEVCGKAFDYPSRLSNHKRIHTGEKPYKCEVCGKAFHDPSKLSQHKIIHTGEKPYKCEVCGKTFHYPSILSKHKIIHT.... Result: 0 (no interaction). (3) Result: 1 (interaction). The miRNA is hsa-miR-4423-5p with sequence AGUUGCCUUUUUGUUCCCAUGC. The protein sequence of the target gene is MAASQQQASAASSAAGVSGPSSAGGPGPQQQPQPPAQLVGPAQSGLLQQQQQDFDPVQRYKMLIPQLKESLQTLMKVAAQNLIQNTNIDNGQKSSDGPIQRFDKCLEEFYALCDQLELCLRLAHECLSQSCDSAKHSPTLVPTATKPDAVQPDSLPYPQYLAVIKAQISCAKDIHTALLDCANKVTGKTPAPPAGPGGTL. (4) The miRNA is mmu-miR-463-5p with sequence UACCUAAUUUGUUGUCCAUCAU. The protein sequence of the target gene is MEAGGFLDSLIYGACVVFTLGMFSAGLSDLRHMRMTRSVDNVQFLPFLTTEVNNLGWLSYGALKGDGILIVVNTVGAALQTLYILAYLHYCPRKRVVLLQTATLLGVLLLGYGYFWLLVPNPEARLQQLGLFCSVFTISMYLSPLADLAKVIQTKSTQCLSYPLTIATLLTSASWCLYGFRLRDPYIMVSNFPGIVTSFIRFWLFWKYPQEQDRNYWLLQT. Result: 0 (no interaction). (5) The miRNA is hsa-miR-5580-3p with sequence CACAUAUGAAGUGAGCCAGCAC. The protein sequence of the target gene is MEAERLRLLEEEAKLKKVARMGFNASSMLRKSQLGFLNVTSYSRLANELRVSCMERKKVQIRSLDPSSLASDRFNFILASTNSDQLFVVNQVEVEGSKYGIISLRTLKIPSFHVYVLRNLYVPNRKVKSLCWASLNQLDSHVLLCFEGITDAPSCAVLLPASRFLSVHTRVNQPGMLCSFQIPEAWSCAWSLNTRAYHCFSAGLSQQVLLTSVATGHQQSFDTSSDVLAQQFASTAPLLFNGCRSGEIFAIDLRCRNRGKGWRATRLFHDSAVTSVQILQEEQCLMASDMTGKIKLWDLR.... Result: 1 (interaction). (6) Result: 1 (interaction). The miRNA is hsa-miR-5196-5p with sequence AGGGAAGGGGACGAGGGUUGGG. The protein sequence of the target gene is MGFLKLIEIENFKSYKGRQIIGPFQRFTAIIGPNGSGKSNLMDAISFVLGEKTSNLRVKTLRDLIHGAPVGKPAANRAFVSMVYSEEGAEDRTFARVIVGGSSEYKINNKVVQLHEYSEELEKLGILIKARNFLVFQGAVESIAMKNPKERTALFEEISRSGELAQEYDKRKKEMVKAEEDTQFNYHRKKNIAAERKEAKQEKEEADRYQRLKDEVVRAQVQLQLFKLYHNEVEIEKLNKELASKNKEIEKDKKRMDKVEDELKEKKKELGKMMREQQQIEKEIKEKDSELNQKRPQYIK....